From a dataset of Full USPTO retrosynthesis dataset with 1.9M reactions from patents (1976-2016). Predict the reactants needed to synthesize the given product. (1) Given the product [CH3:1][N:2]1[CH2:7][CH2:6][CH:5]([O:8][CH:9]2[C:18]3[CH:19]=[CH:20][CH:21]=[CH:22][C:17]=3[CH2:16][CH2:15][N:14]3[C:10]2=[N:11][C:12]([C:26]2[CH:31]=[CH:30][CH:29]=[CH:28][CH:27]=2)=[C:13]3[C:23]([OH:24])=[O:32])[CH2:4][CH2:3]1, predict the reactants needed to synthesize it. The reactants are: [CH3:1][N:2]1[CH2:7][CH2:6][CH:5]([O:8][CH:9]2[C:18]3[CH:19]=[CH:20][CH:21]=[CH:22][C:17]=3[CH2:16][CH2:15][N:14]3[C:10]2=[N:11][C:12]([C:26]2[CH:31]=[CH:30][CH:29]=[CH:28][CH:27]=2)=[C:13]3[C:23](N)=[O:24])[CH2:4][CH2:3]1.[OH-:32].[Na+].Cl. (2) Given the product [CH3:50][O:49][C:46]1[CH:47]=[CH:48][C:43]([CH2:42][N:21]2[C:22]3=[N:23][CH:24]=[CH:25][C:26]([O:28][C:29]4[CH:34]=[CH:33][C:32]([O:35][C:36]5[CH:37]=[CH:38][CH:39]=[CH:40][CH:41]=5)=[CH:31][CH:30]=4)=[C:27]3[C:19]([NH:18][CH2:14][C@@H:15]3[CH2:16][CH2:52][CH2:53][N:54]3[C:58]([O:60][C:61]([CH3:64])([CH3:63])[CH3:62])=[O:59])=[N:20]2)=[CH:44][CH:45]=1, predict the reactants needed to synthesize it. The reactants are: C(/C(=C\C1C=[CH:16][CH:15]=[C:14]([NH:18][C:19]2[C:27]3[C:22](=[N:23][CH:24]=[CH:25][C:26]=3[O:28][C:29]3[CH:34]=[CH:33][C:32]([O:35][C:36]4[CH:41]=[CH:40][CH:39]=[CH:38][CH:37]=4)=[CH:31][CH:30]=3)[N:21]([CH2:42][C:43]3[CH:48]=[CH:47][C:46]([O:49][CH3:50])=[CH:45][CH:44]=3)[N:20]=2)C=1)/C(OC(C)(C)C)=O)#N.N[CH2:52][C@@H:53]1CCC[N:54]1[C:58]([O:60][C:61]([CH3:64])([CH3:63])[CH3:62])=[O:59].CC1(C)C2C(=C(P(C3C=CC=CC=3)C3C=CC=CC=3)C=CC=2)OC2C(P(C3C=CC=CC=3)C3C=CC=CC=3)=CC=CC1=2.C([O-])([O-])=O.[Cs+].[Cs+].